Dataset: Full USPTO retrosynthesis dataset with 1.9M reactions from patents (1976-2016). Task: Predict the reactants needed to synthesize the given product. (1) Given the product [CH2:31]([O:30][C:26]1[C:27]([F:29])=[CH:28][C:23]([CH:21]2[CH2:22][CH:20]2[C:49]([OH:48])=[O:2])=[CH:24][C:25]=1[F:38])[C:32]1[CH:33]=[CH:34][CH:35]=[CH:36][CH:37]=1, predict the reactants needed to synthesize it. The reactants are: [Li+].[OH-:2].OO.C([C@@H]1COC(=O)N1C([CH:20]1[CH2:22][CH:21]1[C:23]1[CH:28]=[C:27]([F:29])[C:26]([O:30][CH2:31][C:32]2[CH:37]=[CH:36][CH:35]=[CH:34][CH:33]=2)=[C:25]([F:38])[CH:24]=1)=O)C1C=CC=CC=1.[O-]S([O-])=O.[Na+].[Na+].C1[CH2:49][O:48]CC1.O. (2) Given the product [C:1]([O:5][C:6]([N:8]1[CH2:14][CH2:13][C:12]2[C:15]([S:20][C@H:31]([C:33]3[CH:38]=[CH:37][C:36]([C:39](=[O:45])[CH2:40][C:41]([CH3:44])([CH3:43])[CH3:42])=[CH:35][CH:34]=3)[CH3:32])=[C:16]([Cl:19])[CH:17]=[CH:18][C:11]=2[CH2:10][CH2:9]1)=[O:7])([CH3:2])([CH3:3])[CH3:4], predict the reactants needed to synthesize it. The reactants are: [C:1]([O:5][C:6]([N:8]1[CH2:14][CH2:13][C:12]2[C:15]([S:20]C(=O)N(C)C)=[C:16]([Cl:19])[CH:17]=[CH:18][C:11]=2[CH2:10][CH2:9]1)=[O:7])([CH3:4])([CH3:3])[CH3:2].[OH-].[K+].[H-].[Na+].Br[C@@H:31]([C:33]1[CH:38]=[CH:37][C:36]([C:39](=[O:45])[CH2:40][C:41]([CH3:44])([CH3:43])[CH3:42])=[CH:35][CH:34]=1)[CH3:32].O[C@H](C1C=CC(C(=O)CC(C)(C)C)=CC=1)C.C1(P(C2C=CC=CC=2)C2C=CC=CC=2)C=CC=CC=1.C1C(=O)N(Br)C(=O)C1. (3) Given the product [NH2:12][CH2:11][CH:9]([OH:10])[CH2:8][CH2:7][C:1]1[CH:6]=[CH:5][CH:4]=[CH:3][CH:2]=1, predict the reactants needed to synthesize it. The reactants are: [C:1]1([CH2:7][CH2:8][CH:9]2[CH2:11][O:10]2)[CH:6]=[CH:5][CH:4]=[CH:3][CH:2]=1.[NH3:12].CO. (4) Given the product [CH3:1][O:2][C:3]([C:5]1([C:8]2[O:12][N:11]=[C:10]([C:13]3[CH:18]=[CH:17][C:16]([O:19][Si:26]([C:29]([CH3:32])([CH3:31])[CH3:30])([CH3:28])[CH3:27])=[CH:15][CH:14]=3)[C:9]=2[C:20]2[CH:25]=[CH:24][CH:23]=[CH:22][CH:21]=2)[CH2:6][CH2:7]1)=[O:4], predict the reactants needed to synthesize it. The reactants are: [CH3:1][O:2][C:3]([C:5]1([C:8]2[O:12][N:11]=[C:10]([C:13]3[CH:18]=[CH:17][C:16]([OH:19])=[CH:15][CH:14]=3)[C:9]=2[C:20]2[CH:25]=[CH:24][CH:23]=[CH:22][CH:21]=2)[CH2:7][CH2:6]1)=[O:4].[Si:26](Cl)([C:29]([CH3:32])([CH3:31])[CH3:30])([CH3:28])[CH3:27].CN1C=CN=C1. (5) Given the product [CH:26]1([CH2:25][O:24][C:14]2[N:13]=[C:12]([C:10]([NH:9][C@@H:4]([CH2:5][CH:6]([CH3:8])[CH3:7])[C:3]([OH:29])=[O:2])=[O:11])[CH:17]=[N:16][C:15]=2[N:18]2[CH2:19][C:20]([F:23])([F:22])[CH2:21]2)[CH2:28][CH2:27]1, predict the reactants needed to synthesize it. The reactants are: C[O:2][C:3](=[O:29])[C@@H:4]([NH:9][C:10]([C:12]1[CH:17]=[N:16][C:15]([N:18]2[CH2:21][C:20]([F:23])([F:22])[CH2:19]2)=[C:14]([O:24][CH2:25][CH:26]2[CH2:28][CH2:27]2)[N:13]=1)=[O:11])[CH2:5][CH:6]([CH3:8])[CH3:7].O.[OH-].[Li+].Cl. (6) The reactants are: [F:1][C:2]1[CH:7]=[CH:6][CH:5]=[CH:4][C:3]=1[C:8]1[N:9]([S:18]([C:21]2[CH:26]=[CH:25][CH:24]=[C:23]([F:27])[CH:22]=2)(=[O:20])=[O:19])[CH:10]=[C:11]2[C:16]=1[CH2:15][CH2:14][CH2:13][C:12]2=O.[CH3:28][NH2:29].O1CCCC1.[BH4-].[Na+]. Given the product [F:1][C:2]1[CH:7]=[CH:6][CH:5]=[CH:4][C:3]=1[C:8]1[N:9]([S:18]([C:21]2[CH:26]=[CH:25][CH:24]=[C:23]([F:27])[CH:22]=2)(=[O:20])=[O:19])[CH:10]=[C:11]2[C:16]=1[CH2:15][CH2:14][CH2:13][CH:12]2[NH:29][CH3:28], predict the reactants needed to synthesize it. (7) Given the product [CH2:29]([NH:36][CH:1]([C:4]1[CH:5]=[CH:6][C:7]([NH:10][C:11](=[O:28])[CH:12]([NH:16][C:17](=[O:27])[CH2:18][C:19]2[CH:24]=[C:23]([F:25])[CH:22]=[C:21]([F:26])[CH:20]=2)[CH2:13][CH2:14][CH3:15])=[N:8][CH:9]=1)[CH3:2])[C:30]1[CH:35]=[CH:34][CH:33]=[CH:32][CH:31]=1, predict the reactants needed to synthesize it. The reactants are: [C:1]([C:4]1[CH:5]=[CH:6][C:7]([NH:10][C:11](=[O:28])[CH:12]([NH:16][C:17](=[O:27])[CH2:18][C:19]2[CH:24]=[C:23]([F:25])[CH:22]=[C:21]([F:26])[CH:20]=2)[CH2:13][CH2:14][CH3:15])=[N:8][CH:9]=1)(=O)[CH3:2].[CH2:29]([NH2:36])[C:30]1[CH:35]=[CH:34][CH:33]=[CH:32][CH:31]=1.C(O[BH-](OC(=O)C)OC(=O)C)(=O)C.[Na+].C([BH3-])#N.[Na+].